Dataset: Forward reaction prediction with 1.9M reactions from USPTO patents (1976-2016). Task: Predict the product of the given reaction. (1) Given the reactants [NH2:1][C:2]1[NH:3][C:4](=[O:31])[C:5]2[C:10]([CH2:11][CH2:12][O:13][Si:14]([C:27]([CH3:30])([CH3:29])[CH3:28])([C:21]3[CH:26]=[CH:25][CH:24]=[CH:23][CH:22]=3)[C:15]3[CH:20]=[CH:19][CH:18]=[CH:17][CH:16]=3)=[CH:9][NH:8][C:6]=2[N:7]=1, predict the reaction product. The product is: [C:12]([N:8]1[C:6]2[N:7]=[C:2]([NH:1][C:4](=[O:31])[CH3:5])[NH:3][C:4](=[O:31])[C:5]=2[C:10]([CH2:11][CH2:12][O:13][Si:14]([C:27]([CH3:28])([CH3:30])[CH3:29])([C:21]2[CH:26]=[CH:25][CH:24]=[CH:23][CH:22]=2)[C:15]2[CH:20]=[CH:19][CH:18]=[CH:17][CH:16]=2)=[CH:9]1)(=[O:13])[CH3:11]. (2) Given the reactants I[C:2]1[CH:7]=[CH:6][CH:5]=[CH:4][N:3]=1.[CH2:8]([C:12]1[O:13][C:14]2[C:15]([N:20]=1)=[N:16][CH:17]=[CH:18][CH:19]=2)[CH2:9][C:10]#[CH:11], predict the reaction product. The product is: [N:3]1[CH:4]=[CH:5][CH:6]=[CH:7][C:2]=1[C:11]#[C:10][CH2:9][CH2:8][C:12]1[O:13][C:14]2[C:15]([N:20]=1)=[N:16][CH:17]=[CH:18][CH:19]=2. (3) Given the reactants [Cl:1][C:2]1[CH:3]=C(C=[CH:8][C:9]=1O)C=O.[N+:11](C)([O-:13])=[O:12].[C:15]([O-:18])(=O)[CH3:16].[NH4+].[C:20](O)(=O)[CH3:21], predict the reaction product. The product is: [Cl:1][C:2]1[CH:3]=[C:15]([OH:18])[CH:16]=[CH:8][C:9]=1[CH:20]=[CH:21][N+:11]([O-:13])=[O:12]. (4) Given the reactants [C:1]([O:5][C:6]([N:8]([CH2:29][CH3:30])[CH:9]([C:17]1[NH:18][C:19](=[O:28])[C:20]([OH:27])=[C:21]([C:23]([O:25]C)=O)[N:22]=1)[CH2:10][CH2:11][C@H:12]([O:15][CH3:16])[CH2:13][OH:14])=[O:7])([CH3:4])([CH3:3])[CH3:2].[F:31][C:32]1[CH:39]=[CH:38][C:35]([CH2:36][NH2:37])=[CH:34][CH:33]=1.C(N(CC)CC)C, predict the reaction product. The product is: [CH2:29]([N:8]([CH:9]([C:17]1[NH:18][C:19](=[O:28])[C:20]([OH:27])=[C:21]([C:23]([NH:37][CH2:36][C:35]2[CH:38]=[CH:39][C:32]([F:31])=[CH:33][CH:34]=2)=[O:25])[N:22]=1)[CH2:10][CH2:11][C@H:12]([O:15][CH3:16])[CH2:13][OH:14])[C:6](=[O:7])[O:5][C:1]([CH3:3])([CH3:2])[CH3:4])[CH3:30]. (5) Given the reactants [O-]S([O-])=O.[Na+:5].[Na+].C([O-])(O)=O.[Na+].[Br:12][C:13]1[CH:14]=[CH:15][C:16]([O:23][CH3:24])=[C:17]([S:19](Cl)(=[O:21])=[O:20])[CH:18]=1, predict the reaction product. The product is: [Br:12][C:13]1[CH:14]=[CH:15][C:16]([O:23][CH3:24])=[C:17]([S:19]([O-:21])=[O:20])[CH:18]=1.[Na+:5]. (6) Given the reactants C1(C)C=CC=CC=1.Br[C:9]1[CH:21]=[CH:20][C:12]([C:13]([O:15][C:16]([CH3:19])([CH3:18])[CH3:17])=[O:14])=[C:11]([N+:22]([O-:24])=[O:23])[CH:10]=1.[Cl:25][C:26]1[CH:27]=[C:28](B(O)O)[CH:29]=[CH:30][CH:31]=1.C(=O)([O-])[O-].[Na+].[Na+], predict the reaction product. The product is: [Cl:25][C:26]1[CH:31]=[C:30]([C:9]2[CH:21]=[CH:20][C:12]([C:13]([O:15][C:16]([CH3:19])([CH3:18])[CH3:17])=[O:14])=[C:11]([N+:22]([O-:24])=[O:23])[CH:10]=2)[CH:29]=[CH:28][CH:27]=1.